From a dataset of NCI-60 drug combinations with 297,098 pairs across 59 cell lines. Regression. Given two drug SMILES strings and cell line genomic features, predict the synergy score measuring deviation from expected non-interaction effect. (1) Drug 1: CN1CCC(CC1)COC2=C(C=C3C(=C2)N=CN=C3NC4=C(C=C(C=C4)Br)F)OC. Drug 2: CNC(=O)C1=CC=CC=C1SC2=CC3=C(C=C2)C(=NN3)C=CC4=CC=CC=N4. Cell line: SNB-19. Synergy scores: CSS=8.27, Synergy_ZIP=-1.05, Synergy_Bliss=5.72, Synergy_Loewe=4.99, Synergy_HSA=5.52. (2) Drug 1: C1=NNC2=C1C(=O)NC=N2. Drug 2: CC1C(C(CC(O1)OC2CC(CC3=C2C(=C4C(=C3O)C(=O)C5=C(C4=O)C(=CC=C5)OC)O)(C(=O)CO)O)N)O.Cl. Cell line: HOP-62. Synergy scores: CSS=48.4, Synergy_ZIP=3.46, Synergy_Bliss=4.72, Synergy_Loewe=-7.17, Synergy_HSA=5.59. (3) Synergy scores: CSS=20.8, Synergy_ZIP=-6.54, Synergy_Bliss=0.625, Synergy_Loewe=-10.7, Synergy_HSA=-0.324. Drug 2: C1=CC(=CC=C1CCC2=CNC3=C2C(=O)NC(=N3)N)C(=O)NC(CCC(=O)O)C(=O)O. Cell line: BT-549. Drug 1: C1CCN(CC1)CCOC2=CC=C(C=C2)C(=O)C3=C(SC4=C3C=CC(=C4)O)C5=CC=C(C=C5)O. (4) Drug 1: CC1CCC2CC(C(=CC=CC=CC(CC(C(=O)C(C(C(=CC(C(=O)CC(OC(=O)C3CCCCN3C(=O)C(=O)C1(O2)O)C(C)CC4CCC(C(C4)OC)O)C)C)O)OC)C)C)C)OC. Drug 2: CC1CCCC2(C(O2)CC(NC(=O)CC(C(C(=O)C(C1O)C)(C)C)O)C(=CC3=CSC(=N3)C)C)C. Cell line: SR. Synergy scores: CSS=74.6, Synergy_ZIP=0.205, Synergy_Bliss=-0.319, Synergy_Loewe=-3.49, Synergy_HSA=0.615. (5) Drug 1: CN1C(=O)N2C=NC(=C2N=N1)C(=O)N. Drug 2: N.N.Cl[Pt+2]Cl. Cell line: K-562. Synergy scores: CSS=34.1, Synergy_ZIP=-7.57, Synergy_Bliss=-7.66, Synergy_Loewe=-25.1, Synergy_HSA=-7.70. (6) Drug 1: CC=C1C(=O)NC(C(=O)OC2CC(=O)NC(C(=O)NC(CSSCCC=C2)C(=O)N1)C(C)C)C(C)C. Drug 2: B(C(CC(C)C)NC(=O)C(CC1=CC=CC=C1)NC(=O)C2=NC=CN=C2)(O)O. Cell line: NCI-H226. Synergy scores: CSS=47.2, Synergy_ZIP=-1.35, Synergy_Bliss=-2.48, Synergy_Loewe=-23.4, Synergy_HSA=-4.42. (7) Drug 1: C1CCC(CC1)NC(=O)N(CCCl)N=O. Drug 2: N.N.Cl[Pt+2]Cl. Cell line: HS 578T. Synergy scores: CSS=8.53, Synergy_ZIP=-4.68, Synergy_Bliss=-2.30, Synergy_Loewe=-8.09, Synergy_HSA=-4.49. (8) Drug 1: CC12CCC3C(C1CCC2=O)CC(=C)C4=CC(=O)C=CC34C. Drug 2: CC(C)(C#N)C1=CC(=CC(=C1)CN2C=NC=N2)C(C)(C)C#N. Cell line: SK-OV-3. Synergy scores: CSS=15.4, Synergy_ZIP=-4.89, Synergy_Bliss=-5.42, Synergy_Loewe=-4.87, Synergy_HSA=-4.62.